Dataset: Peptide-MHC class II binding affinity with 134,281 pairs from IEDB. Task: Regression. Given a peptide amino acid sequence and an MHC pseudo amino acid sequence, predict their binding affinity value. This is MHC class II binding data. The peptide sequence is VFNYETETTSVIPAA. The MHC is HLA-DPA10201-DPB10501 with pseudo-sequence HLA-DPA10201-DPB10501. The binding affinity (normalized) is 0.